From a dataset of Reaction yield outcomes from USPTO patents with 853,638 reactions. Predict the reaction yield, written as a fraction of the theoretical maximum amount of product (1.0 means a 100% yield; for example, 0.34 means a 34% yield). The reactants are [OH-].[Na+].C([O:5][C:6]([C:8]1[NH:9][CH:10]=[C:11]([CH2:13][CH2:14][C:15]2[CH:20]=[CH:19][C:18]([F:21])=[CH:17][CH:16]=2)[CH:12]=1)=[O:7])C. The catalyst is CO. The product is [F:21][C:18]1[CH:17]=[CH:16][C:15]([CH2:14][CH2:13][C:11]2[CH:12]=[C:8]([C:6]([OH:7])=[O:5])[NH:9][CH:10]=2)=[CH:20][CH:19]=1. The yield is 0.844.